From a dataset of Reaction yield outcomes from USPTO patents with 853,638 reactions. Predict the reaction yield, written as a fraction of the theoretical maximum amount of product (1.0 means a 100% yield; for example, 0.34 means a 34% yield). (1) The reactants are [Cl:1][C:2]1[C:11]2[C:6](=[CH:7][C:8]([OH:14])=[C:9]([C:12]#[N:13])[CH:10]=2)[N:5]=[CH:4][CH:3]=1.[CH3:15][S:16]([CH2:19][CH2:20][CH2:21]O)(=[O:18])=[O:17]. No catalyst specified. The product is [Cl:1][C:2]1[C:11]2[C:6](=[CH:7][C:8]([O:14][CH2:21][CH2:20][CH2:19][S:16]([CH3:15])(=[O:18])=[O:17])=[C:9]([C:12]#[N:13])[CH:10]=2)[N:5]=[CH:4][CH:3]=1. The yield is 0.900. (2) The reactants are [NH2:1][C:2]1[N:7]=[CH:6][N:5]=[C:4]2[N:8]([CH:12]([C:14]3[C:15]([O:28][CH2:29][CH3:30])=[C:16](/[CH:22]=[CH:23]/[C:24]([O:26][CH3:27])=[O:25])[C:17]([CH3:21])=[C:18]([Cl:20])[CH:19]=3)[CH3:13])[N:9]=[C:10]([CH3:11])[C:3]=12.N12CCCN=C1CCCCC2.[N+:42]([CH3:45])([O-:44])=[O:43]. No catalyst specified. The product is [NH2:1][C:2]1[N:7]=[CH:6][N:5]=[C:4]2[N:8]([CH:12]([C:14]3[C:15]([O:28][CH2:29][CH3:30])=[C:16]([CH:22]([CH2:45][N+:42]([O-:44])=[O:43])[CH2:23][C:24]([O:26][CH3:27])=[O:25])[C:17]([CH3:21])=[C:18]([Cl:20])[CH:19]=3)[CH3:13])[N:9]=[C:10]([CH3:11])[C:3]=12. The yield is 0.480. (3) The reactants are [I-].ClC1C=CC=C[N+]=1C.[Br:10][C:11]1[CH:28]=[CH:27][C:14]([C:15]([NH:17][C:18]2[CH:26]=[CH:25][C:21]([C:22]([OH:24])=O)=[CH:20][N:19]=2)=[O:16])=[CH:13][N:12]=1.[NH2:29][C:30]1[CH:35]=[CH:34][C:33]([Br:36])=[CH:32][N:31]=1.CCN(C(C)C)C(C)C. The catalyst is C1COCC1. The product is [Br:10][C:11]1[CH:28]=[CH:27][C:14]([C:15]([NH:17][C:18]2[CH:26]=[CH:25][C:21]([C:22](=[O:24])[NH:29][C:30]3[CH:35]=[CH:34][C:33]([Br:36])=[CH:32][N:31]=3)=[CH:20][N:19]=2)=[O:16])=[CH:13][N:12]=1. The yield is 0.140. (4) The catalyst is C(OCC)(=O)C. The product is [O:21]1[CH2:22][CH2:23][O:24][CH:20]1[C:15]1[CH:16]=[CH:17][CH:18]=[C:19]2[C:14]=1[CH2:13][CH2:12][C:11](=[O:25])[N:10]2[CH2:9][C:7]1[CH:6]=[CH:5][CH:4]=[C:3]([CH2:2][N:26]2[CH2:31][CH2:30][CH2:29][CH2:28][CH2:27]2)[N:8]=1. The yield is 0.640. The reactants are Cl[CH2:2][C:3]1[N:8]=[C:7]([CH2:9][N:10]2[C:19]3[C:14](=[C:15]([CH:20]4[O:24][CH2:23][CH2:22][O:21]4)[CH:16]=[CH:17][CH:18]=3)[CH2:13][CH2:12][C:11]2=[O:25])[CH:6]=[CH:5][CH:4]=1.[NH:26]1[CH2:31][CH2:30][CH2:29][CH2:28][CH2:27]1.O.C(O)(=O)C. (5) The reactants are [CH:1]([O:8][CH2:9][CH3:10])([O:5][CH2:6][CH3:7])OCC.[O:11]=[C:12]1[C:33]2[C:28](=[CH:29][CH:30]=[CH:31][CH:32]=2)[O:27][C:14]2([CH2:19][CH2:18][N:17]([C:20]([O:22][C:23]([CH3:26])([CH3:25])[CH3:24])=[O:21])[CH2:16][CH2:15]2)[CH2:13]1.C(N(C(C)C)C(C)C)C.C(=O)(O)[O-].[Na+]. The catalyst is ClCCl. The product is [CH2:9]([O:8][CH:1]([O:5][CH2:6][CH3:7])[CH:13]1[C:14]2([CH2:15][CH2:16][N:17]([C:20]([O:22][C:23]([CH3:25])([CH3:24])[CH3:26])=[O:21])[CH2:18][CH2:19]2)[O:27][C:28]2[C:33](=[CH:32][CH:31]=[CH:30][CH:29]=2)[C:12]1=[O:11])[CH3:10]. The yield is 0.910. (6) The reactants are [NH2:1][C:2]1[C:7]([F:8])=[CH:6][N:5]([S:9]([C:12]2[CH:17]=[CH:16][C:15]([O:18][CH3:19])=[CH:14][CH:13]=2)(=[O:11])=[O:10])[C:4](=[O:20])[N:3]=1.[C:21](=O)([O-])[O-].[K+].[K+].CN(C)C=O.IC. The catalyst is CCOC(C)=O. The product is [F:8][C:7]1[C:2](=[NH:1])[N:3]([CH3:21])[C:4](=[O:20])[N:5]([S:9]([C:12]2[CH:13]=[CH:14][C:15]([O:18][CH3:19])=[CH:16][CH:17]=2)(=[O:10])=[O:11])[CH:6]=1. The yield is 0.120. (7) The reactants are [N:1]([C:4]1[CH:11]=[C:10]([CH3:12])[C:7]([C:8]#[N:9])=[C:6]([CH3:13])[N:5]=1)=[C:2]=S.C(N(CC)CC)C.Cl.Cl.[NH2:23][CH2:24][C:25]1([OH:33])[CH:30]2[CH2:31][CH2:32][N:27]([CH2:28][CH2:29]2)[CH2:26]1.C(N=C=NC(C)C)(C)C. The catalyst is CN(C)C=O. The product is [N:27]12[CH2:32][CH2:31][CH:30]([CH2:29][CH2:28]1)[C@@:25]1([O:33][C:2]([NH:1][C:4]3[CH:11]=[C:10]([CH3:12])[C:7]([C:8]#[N:9])=[C:6]([CH3:13])[N:5]=3)=[N:23][CH2:24]1)[CH2:26]2. The yield is 0.660. (8) The reactants are Cl[CH2:2][C:3]([C:5]1[CH:10]=[CH:9][C:8]([C:11]([F:14])([F:13])[F:12])=[CH:7][CH:6]=1)=[O:4].O=[C:16]([CH2:22][CH3:23])[CH2:17][C:18]([O:20][CH3:21])=[O:19].O.C1(C)C=CC(S(O)(=O)=O)=CC=1. The catalyst is C1(C)C=CC=CC=1. The product is [CH2:22]([C:16]1[O:4][C:3]([C:5]2[CH:10]=[CH:9][C:8]([C:11]([F:14])([F:13])[F:12])=[CH:7][CH:6]=2)=[CH:2][C:17]=1[C:18]([O:20][CH3:21])=[O:19])[CH3:23]. The yield is 0.290. (9) The reactants are [H-].[Na+].O1[C:7]2[CH:8]=[CH:9][CH:10]=[CH:11][C:6]=2[N:5]=[C:4]1[N:12]([C:24]1[CH:29]=[CH:28][CH:27]=[CH:26][N:25]=1)[CH2:13][CH2:14][CH2:15][CH2:16][CH2:17][CH2:18][C:19](OCC)=O.[CH2:30]([O:32][C:33](=[O:42])CCCCCCCI)[CH3:31].O.[CH3:44][N:45](C=O)C. No catalyst specified. The product is [CH3:44][N:45]1[C:7]2[CH:8]=[CH:9][CH:10]=[CH:11][C:6]=2[N:5]=[C:4]1[N:12]([C:24]1[CH:29]=[CH:28][CH:27]=[CH:26][N:25]=1)[CH2:13][CH2:14][CH2:15][CH2:16][CH2:17][CH2:18][CH2:19][C:33]([O:32][CH2:30][CH3:31])=[O:42]. The yield is 0.190.